Dataset: Catalyst prediction with 721,799 reactions and 888 catalyst types from USPTO. Task: Predict which catalyst facilitates the given reaction. (1) Reactant: [CH3:1][N:2]1[C@@H:7]2[C@@H:8]3[O:10][C@@H:9]3[C@H:3]1[CH2:4][CH:5]([O:11][C:12]([C:14]([OH:25])([C:20]1[S:24][CH:23]=[CH:22][CH:21]=1)[C:15]1[S:19][CH:18]=[CH:17][CH:16]=1)=[O:13])[CH2:6]2.[C:26](#N)C.C[I:30]. Product: [CH3:1][N+:2]1([CH3:26])[C@@H:3]2[C@@H:9]3[O:10][C@@H:8]3[C@H:7]1[CH2:6][C@@H:5]([O:11][C:12]([C:14]([OH:25])([C:15]1[S:19][CH:18]=[CH:17][CH:16]=1)[C:20]1[S:24][CH:23]=[CH:22][CH:21]=1)=[O:13])[CH2:4]2.[I-:30]. The catalyst class is: 4. (2) Reactant: [CH2:1]1C[O:4][CH2:3][CH2:2]1.Cl[C:7]1[N:26]=[C:25]([Cl:27])[CH:24]=[CH:23][C:8]=1[C:9]([NH:11][CH:12]1[CH:19]2[CH2:20][CH:15]3[CH2:16][C:17]([OH:22])([CH2:21][CH:13]1[CH2:14]3)[CH2:18]2)=[O:10]. Product: [Cl:27][C:25]1[CH:24]=[CH:23][C:8]([C:9]([NH:11][CH:12]2[CH:13]3[CH2:14][CH:15]4[CH2:16][C:17]([OH:22])([CH2:18][CH:19]2[CH2:20]4)[CH2:21]3)=[O:10])=[C:7]([O:4][CH2:3][CH2:2][CH3:1])[N:26]=1. The catalyst class is: 25. (3) Reactant: [CH2:1]([C:4]1[N:5]([C:18]([O:20][C:21]([CH3:24])([CH3:23])[CH3:22])=[O:19])[C:6]2[C:11]([C:12]=1[CH2:13][C:14]([O:16]C)=[O:15])=[CH:10][CH:9]=[CH:8][CH:7]=2)[CH:2]=[CH2:3].[Li+].[OH-]. Product: [CH2:1]([C:4]1[N:5]([C:18]([O:20][C:21]([CH3:24])([CH3:23])[CH3:22])=[O:19])[C:6]2[C:11]([C:12]=1[CH2:13][C:14]([OH:16])=[O:15])=[CH:10][CH:9]=[CH:8][CH:7]=2)[CH:2]=[CH2:3]. The catalyst class is: 87. (4) Reactant: [CH3:1][C@@H:2]1[CH2:6][CH2:5][CH2:4][N:3]1[CH2:7][CH2:8][CH2:9][O:10][C:11]1[CH:12]=[C:13]2[C:18](=[CH:19][CH:20]=1)[N:17]([C:21]1[CH:22]=[C:23]3[C:27](=[CH:28][CH:29]=1)[N:26](C(OC(C)(C)C)=O)[CH:25]=[CH:24]3)[C:16](=[O:37])[CH2:15][CH2:14]2.ClCCCN1CCC[C@H]1C.C(=O)([O-])[O-].[K+].[K+]. Product: [NH:26]1[C:27]2[C:23](=[CH:22][C:21]([N:17]3[C:18]4[C:13](=[CH:12][C:11]([O:10][CH2:9][CH2:8][CH2:7][N:3]5[CH2:4][CH2:5][CH2:6][C@H:2]5[CH3:1])=[CH:20][CH:19]=4)[CH2:14][CH2:15][C:16]3=[O:37])=[CH:29][CH:28]=2)[CH:24]=[CH:25]1. The catalyst class is: 24. (5) Reactant: [F:1][C:2]1[C:3]([OH:12])=[C:4]([CH:8]=[CH:9][C:10]=1[F:11])[C:5]([OH:7])=[O:6].S(=O)(=O)(O)O.[CH3:18]O. Product: [F:1][C:2]1[C:3]([OH:12])=[C:4]([CH:8]=[CH:9][C:10]=1[F:11])[C:5]([O:7][CH3:18])=[O:6]. The catalyst class is: 6. (6) Reactant: [NH2:1][C:2]1[C:11]([N+:12]([O-])=O)=[C:10]2[C:5]([C:6](=[O:25])[C:7]([C:18]3[CH:23]=[CH:22][C:21]([Cl:24])=[CH:20][CH:19]=3)=[C:8]([CH:15]([CH3:17])[CH3:16])[O:9]2)=[CH:4][CH:3]=1.Cl. Product: [NH2:1][C:2]1[C:11]([NH2:12])=[C:10]2[C:5]([C:6](=[O:25])[C:7]([C:18]3[CH:19]=[CH:20][C:21]([Cl:24])=[CH:22][CH:23]=3)=[C:8]([CH:15]([CH3:16])[CH3:17])[O:9]2)=[CH:4][CH:3]=1. The catalyst class is: 19.